Dataset: Reaction yield outcomes from USPTO patents with 853,638 reactions. Task: Predict the reaction yield, written as a fraction of the theoretical maximum amount of product (1.0 means a 100% yield; for example, 0.34 means a 34% yield). (1) The reactants are [CH3:1][S:2]([OH:5])(=[O:4])=[O:3].CC(O)C.[C:10](/[C:12](/[C:36]1[CH:41]=[CH:40][C:39]([O:42][CH3:43])=[C:38]([O:44][CH3:45])[CH:37]=1)=[CH:13]\[C:14]1[S:18][C:17]([N:19]2[CH2:24][CH2:23][CH:22]([O:25][C:26](=[O:35])[CH2:27][N:28]3[CH2:33][CH2:32][CH:31]([OH:34])[CH2:30][CH2:29]3)[CH2:21][CH2:20]2)=[CH:16][CH:15]=1)#[N:11]. The catalyst is CO. The product is [CH3:1][S:2]([OH:5])(=[O:4])=[O:3].[C:10](/[C:12](/[C:36]1[CH:41]=[CH:40][C:39]([O:42][CH3:43])=[C:38]([O:44][CH3:45])[CH:37]=1)=[CH:13]\[C:14]1[S:18][C:17]([N:19]2[CH2:20][CH2:21][CH:22]([O:25][C:26](=[O:35])[CH2:27][N:28]3[CH2:29][CH2:30][CH:31]([OH:34])[CH2:32][CH2:33]3)[CH2:23][CH2:24]2)=[CH:16][CH:15]=1)#[N:11]. The yield is 0.570. (2) No catalyst specified. The yield is 0.750. The reactants are [CH:1]([C:3]1[N:11]2[C:6]([CH2:7][CH2:8][CH2:9][CH2:10]2)=[CH:5][C:4]=1[C:12]([O:14]C)=O)=O.O.[NH2:17][NH2:18]. The product is [C:12]1(=[O:14])[C:4]2[CH:5]=[C:6]3[N:11]([C:3]=2[CH:1]=[N:18][NH:17]1)[CH2:10][CH2:9][CH2:8][CH2:7]3. (3) The product is [Cl:1][C:2]1[N:3]=[C:4]([NH:27][C:17]([CH3:26])([CH3:16])[CH2:18][C:19]2[CH:24]=[CH:23][CH:22]=[CH:21][C:20]=2[CH3:25])[C:5]2[CH2:10][N:9]([CH:11]([CH3:13])[CH3:12])[C:8](=[O:14])[C:6]=2[N:7]=1. The reactants are [Cl:1][C:2]1[N:3]=[C:4](Cl)[C:5]2[CH2:10][N:9]([CH:11]([CH3:13])[CH3:12])[C:8](=[O:14])[C:6]=2[N:7]=1.[CH3:16][C:17]([NH2:27])([CH3:26])[CH2:18][C:19]1[CH:24]=[CH:23][CH:22]=[CH:21][C:20]=1[CH3:25].C(N(C(C)C)C(C)C)C. The catalyst is ClCCCl. The yield is 0.960. (4) The reactants are Cl.[CH:2]1([NH:7][NH2:8])[CH2:6][CH2:5][CH2:4][CH2:3]1.C(O[CH:12]=[C:13]([C:16]#[N:17])[C:14]#[N:15])C.CCN(CC)CC. The catalyst is CCO. The product is [NH2:17][C:16]1[N:7]([CH:2]2[CH2:6][CH2:5][CH2:4][CH2:3]2)[N:8]=[CH:12][C:13]=1[C:14]#[N:15]. The yield is 0.690. (5) The reactants are C[O:2][C:3]1[CH:8]=[CH:7][C:6]([O:9][C:10]2[CH:15]=[CH:14][CH:13]=[CH:12][CH:11]=2)=[CH:5][C:4]=1[S:16]([NH2:19])(=[O:18])=[O:17].B(Br)(Br)Br. The catalyst is C(Cl)Cl. The product is [OH:2][C:3]1[CH:8]=[CH:7][C:6]([O:9][C:10]2[CH:11]=[CH:12][CH:13]=[CH:14][CH:15]=2)=[CH:5][C:4]=1[S:16]([NH2:19])(=[O:17])=[O:18]. The yield is 0.660. (6) The reactants are [CH2:1]([N:3]=[C:4]=[O:5])[CH3:2].[CH:6]12[CH2:14][CH:10]([CH2:11][NH:12][CH2:13]1)[CH2:9][N:8]([CH2:15][C@H:16]([OH:27])[CH2:17][O:18][C:19]1[CH:26]=[CH:25][C:22]([C:23]#[N:24])=[CH:21][CH:20]=1)[CH2:7]2. The catalyst is ClCCl. The product is [C:23]([C:22]1[CH:21]=[CH:20][C:19]([O:18][CH2:17][C@@H:16]([OH:27])[CH2:15][N:8]2[CH2:9][CH:10]3[CH2:14][CH:6]([CH2:13][N:12]([C:4]([NH:3][CH2:1][CH3:2])=[O:5])[CH2:11]3)[CH2:7]2)=[CH:26][CH:25]=1)#[N:24]. The yield is 0.510. (7) The reactants are Cl[C:2]1[C:7]2=[CH:8][N:9]([CH2:11][C:12]3[CH:13]=[N:14][C:15]([O:19][CH2:20][C:21]([F:24])([F:23])[F:22])=[C:16]([CH3:18])[CH:17]=3)[N:10]=[C:6]2[CH:5]=[CH:4][N:3]=1.C1(P(C2C=CC=CC=2)CCCP(C2C=CC=CC=2)C2C=CC=CC=2)C=CC=CC=1.C(N(CC)CC)C.CN([CH:64]=[O:65])C.[CH3:66][CH2:67][OH:68]. The catalyst is CCOC(C)=O.C([O-])(=O)C.[Pd+2].C([O-])(=O)C. The product is [CH3:18][C:16]1[CH:17]=[C:12]([CH2:11][N:9]2[CH:8]=[C:7]3[C:2]([C:64]([O:68][CH2:67][CH3:66])=[O:65])=[N:3][CH:4]=[CH:5][C:6]3=[N:10]2)[CH:13]=[N:14][C:15]=1[O:19][CH2:20][C:21]([F:24])([F:23])[F:22]. The yield is 0.740.